Dataset: Forward reaction prediction with 1.9M reactions from USPTO patents (1976-2016). Task: Predict the product of the given reaction. (1) Given the reactants [Si]([O:8][C:9]1[CH:10]=[C:11]2[C:16](=[CH:17][CH:18]=1)[CH:15]=[C:14]([CH2:19][N:20]1[CH2:23][CH:22]([C:24]([O:26][CH3:27])=[O:25])[CH2:21]1)[CH:13]=[CH:12]2)(C(C)(C)C)(C)C.Cl.C([O-])(O)=O.[Na+], predict the reaction product. The product is: [OH:8][C:9]1[CH:10]=[C:11]2[C:16](=[CH:17][CH:18]=1)[CH:15]=[C:14]([CH2:19][N:20]1[CH2:23][CH:22]([C:24]([O:26][CH3:27])=[O:25])[CH2:21]1)[CH:13]=[CH:12]2. (2) Given the reactants [C:1](Cl)([C:14]1[CH:19]=[CH:18][CH:17]=[CH:16][CH:15]=1)([C:8]1[CH:13]=[CH:12][CH:11]=[CH:10][CH:9]=1)[C:2]1[CH:7]=[CH:6][CH:5]=[CH:4][CH:3]=1.[Br:21][C:22]1[CH:23]=[C:24]2[C:28](=[CH:29][CH:30]=1)[CH2:27][NH:26][CH2:25]2.C(N(CC)CC)C, predict the reaction product. The product is: [Br:21][C:22]1[CH:23]=[C:24]2[C:28](=[CH:29][CH:30]=1)[CH2:27][N:26]([C:1]([C:14]1[CH:19]=[CH:18][CH:17]=[CH:16][CH:15]=1)([C:8]1[CH:13]=[CH:12][CH:11]=[CH:10][CH:9]=1)[C:2]1[CH:7]=[CH:6][CH:5]=[CH:4][CH:3]=1)[CH2:25]2. (3) Given the reactants [Si:1]([O:18][C:19]1[CH:24]=[CH:23][C:22]([CH:25]([C:27]2([C:33]3[CH:34]=[C:35]([C:39]4[CH:44]=[CH:43][CH:42]=[C:41]([O:45][CH3:46])[CH:40]=4)[CH:36]=[CH:37][CH:38]=3)SCCCS2)[OH:26])=[CH:21][CH:20]=1)([C:14]([CH3:17])([CH3:16])[CH3:15])([C:8]1[CH:13]=[CH:12][CH:11]=[CH:10][CH:9]=1)[C:2]1[CH:7]=[CH:6][CH:5]=[CH:4][CH:3]=1.C([OH:51])(C)(C)C.C(OI1(OC(=O)C)(OC(=O)C)C2C=CC=CC=2C(=O)O1)(=O)C.S([O-])([O-])(=O)=S.[Na+].[Na+], predict the reaction product. The product is: [Si:1]([O:18][C:19]1[CH:20]=[CH:21][C:22]([C:25](=[O:26])[C:27]([C:33]2[CH:34]=[C:35]([C:39]3[CH:44]=[CH:43][CH:42]=[C:41]([O:45][CH3:46])[CH:40]=3)[CH:36]=[CH:37][CH:38]=2)=[O:51])=[CH:23][CH:24]=1)([C:14]([CH3:17])([CH3:16])[CH3:15])([C:2]1[CH:7]=[CH:6][CH:5]=[CH:4][CH:3]=1)[C:8]1[CH:13]=[CH:12][CH:11]=[CH:10][CH:9]=1. (4) Given the reactants Cl[C:2]1[C:3]2[C:10]([C:11]#[N:12])=[CH:9][NH:8][C:4]=2[N:5]=[CH:6][N:7]=1.[NH:13]1[CH2:18][CH2:17][CH2:16][CH2:15][CH2:14]1, predict the reaction product. The product is: [N:13]1([C:2]2[C:3]3[C:10]([C:11]#[N:12])=[CH:9][NH:8][C:4]=3[N:5]=[CH:6][N:7]=2)[CH2:18][CH2:17][CH2:16][CH2:15][CH2:14]1. (5) The product is: [Cl:30][C:31]1[C:37]([Cl:38])=[CH:36][CH:35]=[CH:34][C:32]=1[NH:23][C:18]1[CH:17]=[CH:22][C:21]([CH2:1][NH:3][C:58]([C:55]2([NH:54][C:52]([C:50]3[CH:49]=[N:48][CH:47]=[N:46][CH:51]=3)=[O:53])[CH2:56][CH2:57]2)=[O:60])=[CH:20][CH:19]=1. Given the reactants [CH2:1]([N:3](CC)CC)C.CN(C(ON1N=[N:23][C:18]2[CH:19]=[CH:20][CH:21]=[CH:22][C:17]1=2)=[N+](C)C)C.[B-](F)(F)(F)F.[Cl:30][C:31]1[C:37]([Cl:38])=[CH:36][CH:35]=[CH:34][C:32]=1N.FC(F)(F)C([O-])=O.[N:46]1[CH:51]=[C:50]([C:52]([NH:54][C:55]2([C:58]([OH:60])=O)[CH2:57][CH2:56]2)=[O:53])[CH:49]=[N:48][CH:47]=1, predict the reaction product. (6) Given the reactants [OH:1][CH:2]1[C:30]2[C:25](=[CH:26][CH:27]=[CH:28][CH:29]=2)[O:24][C:4]2([CH2:9][CH2:8][N:7]([C:10]([C:12]3[CH:17]=[CH:16][C:15]([O:18][CH:19]([CH3:21])[CH3:20])=[C:14]([O:22][CH3:23])[CH:13]=3)=[O:11])[CH2:6][CH2:5]2)[CH2:3]1.[CH3:31][S:32]([CH2:35][CH2:36]O)(=[O:34])=[O:33].Cl, predict the reaction product. The product is: [CH:19]([O:18][C:15]1[CH:16]=[CH:17][C:12]([C:10]([N:7]2[CH2:6][CH2:5][C:4]3([CH2:3][CH:2]([O:1][CH2:36][CH2:35][S:32]([CH3:31])(=[O:34])=[O:33])[C:30]4[C:25](=[CH:26][CH:27]=[CH:28][CH:29]=4)[O:24]3)[CH2:9][CH2:8]2)=[O:11])=[CH:13][C:14]=1[O:22][CH3:23])([CH3:20])[CH3:21].